From a dataset of Forward reaction prediction with 1.9M reactions from USPTO patents (1976-2016). Predict the product of the given reaction. Given the reactants [CH3:1][CH2:2][CH2:3][CH:4]1[O:24][C@:23]2([C:25]([CH2:27][OH:28])=[O:26])[C@@H:6]([CH2:7][C@@H:8]3[C@:22]2([CH3:29])[CH2:21][C@H:20]([OH:30])[C@H:19]2[C@H:9]3[CH2:10][CH2:11][C:12]3[C@:18]2([CH3:31])[CH:17]=[CH:16][C:14](=[O:15])[CH:13]=3)[O:5]1.ClC([O-])=[O:34].CCN(CC)CC.O, predict the reaction product. The product is: [CH3:1][CH2:2][CH2:3][CH:4]1[O:24][C@:23]2([C:25]([CH2:27][OH:28])=[O:26])[C@@H:6]([CH2:7][C@@H:8]3[C@:22]2([CH3:29])[CH2:21][C@H:20]([OH:30])[C@H:19]2[C@H:9]3[CH2:10][CH2:11][C:12]3[C@:18]2([CH3:31])[CH:17]=[CH:16][C:14](=[O:15])[CH:13]=3)[O:5]1.[CH2:23]([O:24][C:4](=[O:5])[O-:34])[CH2:6][CH2:7][CH2:8][CH2:22][CH2:21][CH2:20][CH2:19][CH2:9][CH2:10][CH2:11][CH2:12][CH2:18][CH2:17][CH2:16][CH3:14].